Dataset: Full USPTO retrosynthesis dataset with 1.9M reactions from patents (1976-2016). Task: Predict the reactants needed to synthesize the given product. (1) Given the product [CH:1]([C@@:3]12[CH2:20][CH2:19][C:18]3[CH:17]=[C:16]([O:21][CH3:22])[CH:15]=[CH:14][C:13]=3[C:12]1=[C:11]([CH2:23][CH2:24][CH2:25][CH2:26][CH2:27][CH3:28])[CH2:10][C@@:8]1([CH3:9])[C@H:4]2[CH2:5][CH2:6][C@@H:7]1[OH:29])=[O:46], predict the reactants needed to synthesize it. The reactants are: [C:1]([C@@:3]12[CH2:20][CH2:19][C:18]3[CH:17]=[C:16]([O:21][CH3:22])[CH:15]=[CH:14][C:13]=3[C:12]1=[C:11]([CH2:23][CH2:24][CH2:25][CH2:26][CH2:27][CH3:28])[CH2:10][C@@:8]1([CH3:9])[C@H:4]2[CH2:5][CH2:6][C@@H:7]1[OH:29])#N.CC(C[AlH]CC(C)C)C.C1(C)C=CC(S(O)(=O)=[O:46])=CC=1. (2) Given the product [CH2:26]([C:25]1[N:13]([CH2:12][C:9]2[CH:8]=[C:7]([C:3]3[CH:2]=[N:1][CH:6]=[CH:5][CH:4]=3)[O:11][N:10]=2)[C:14]2[C:23]3[CH:22]=[CH:21][CH:20]=[CH:19][C:18]=3[N:17]=[CH:16][C:15]=2[N:24]=1)[CH2:27][CH3:28], predict the reactants needed to synthesize it. The reactants are: [N:1]1[CH:6]=[CH:5][CH:4]=[C:3]([C:7]2[O:11][N:10]=[C:9]([CH2:12][NH:13][C:14]3[C:23]4[C:18](=[CH:19][CH:20]=[CH:21][CH:22]=4)[N:17]=[CH:16][C:15]=3[NH2:24])[CH:8]=2)[CH:2]=1.[C:25](OC)(OC)(OC)[CH2:26][CH2:27][CH3:28].Cl.N1C=CC=CC=1.